Dataset: Forward reaction prediction with 1.9M reactions from USPTO patents (1976-2016). Task: Predict the product of the given reaction. (1) The product is: [Br:1][C:2]1[C:3]([F:22])=[CH:4][C:5]2[O:11][CH2:10][CH2:9][N:8]3[C:12]([C:18]([N:25]([CH3:26])[CH3:24])=[O:19])=[C:13]([C:15]([NH2:16])=[O:17])[N:14]=[C:7]3[C:6]=2[CH:21]=1. Given the reactants [Br:1][C:2]1[C:3]([F:22])=[CH:4][C:5]2[O:11][CH2:10][CH2:9][N:8]3[C:12]([C:18](O)=[O:19])=[C:13]([C:15](=[O:17])[NH2:16])[N:14]=[C:7]3[C:6]=2[CH:21]=1.Cl.[CH3:24][NH:25][CH3:26], predict the reaction product. (2) Given the reactants [Cl:1][C:2]1[C:10]2[C:5](=[CH:6][CH:7]=[C:8]([O:11][CH2:12][CH2:13][NH:14][C:15](=O)[CH3:16])[CH:9]=2)[N:4](S(C2C=CC=CC=2)(=O)=O)[CH:3]=1.O=P(Cl)(Cl)Cl, predict the reaction product. The product is: [Cl:1][C:2]1[C:10]2[C:5](=[CH:6][CH:7]=[C:8]3[O:11][CH2:12][CH2:13][N:14]=[C:15]([CH3:16])[C:9]3=2)[NH:4][CH:3]=1. (3) Given the reactants [Cl:1][C:2]1[CH:26]=[CH:25][C:24]([Cl:27])=[CH:23][C:3]=1[O:4][C:5]1[C:10]([C:11]([N:13]2[C:22]3[C:17](=[CH:18][CH:19]=[CH:20][CH:21]=3)[NH:16][CH2:15][CH2:14]2)=[O:12])=[CH:9][CH:8]=[CH:7][N:6]=1.C(N(C(C)C)C(C)C)C.Br[CH2:38][C:39]([O:41]CC)=[O:40].[OH-].[Na+], predict the reaction product. The product is: [Cl:1][C:2]1[CH:26]=[CH:25][C:24]([Cl:27])=[CH:23][C:3]=1[O:4][C:5]1[C:10]([C:11]([N:13]2[C:22]3[C:17](=[CH:18][CH:19]=[CH:20][CH:21]=3)[N:16]([CH2:38][C:39]([OH:41])=[O:40])[CH2:15][CH2:14]2)=[O:12])=[CH:9][CH:8]=[CH:7][N:6]=1. (4) The product is: [C:1]1(/[C:7](/[C:16]2[CH:17]=[CH:18][C:19]([C:22]([F:23])([F:24])[F:25])=[CH:20][CH:21]=2)=[CH:8]\[CH:9]=[CH:10]\[C:11]([OH:13])=[O:12])[CH:2]=[CH:3][CH:4]=[CH:5][CH:6]=1. Given the reactants [C:1]1([C:7]([C:16]2[CH:21]=[CH:20][C:19]([C:22]([F:25])([F:24])[F:23])=[CH:18][CH:17]=2)=[CH:8][CH:9]=[CH:10][C:11]([O:13]CC)=[O:12])[CH:6]=[CH:5][CH:4]=[CH:3][CH:2]=1.O.[OH-].[Li+].CO.O, predict the reaction product. (5) Given the reactants Cl.[N:2]1[C:11]2[C:6](=[CH:7][CH:8]=[CH:9][C:10]=2[SH:12])[CH:5]=[CH:4][CH:3]=1.C(=O)([O-])[O-].[K+].[K+].[CH3:19][O:20][C:21](=[O:30])[C:22]1[CH:27]=[CH:26][CH:25]=[CH:24][C:23]=1[CH2:28]Br, predict the reaction product. The product is: [CH3:19][O:20][C:21](=[O:30])[C:22]1[CH:27]=[CH:26][CH:25]=[CH:24][C:23]=1[CH2:28][S:12][C:10]1[CH:9]=[CH:8][CH:7]=[C:6]2[C:11]=1[N:2]=[CH:3][CH:4]=[CH:5]2. (6) Given the reactants [CH3:1][CH:2]1[CH2:10][C:9]2[C:4](=[CH:5][CH:6]=[CH:7][C:8]=2[S:11][C:12]2[CH:20]=[CH:19][CH:18]=[C:17]3[C:13]=2[CH2:14][CH:15]([CH3:22])[C:16]3=O)[C:3]1=O.[C:24]1([Mg]Br)[CH:29]=[CH:28][CH:27]=[CH:26][CH:25]=1.[Mg].Br[C:34]1[CH:39]=[CH:38][CH:37]=[CH:36][CH:35]=1.Cl, predict the reaction product. The product is: [CH3:1][C:2]1[CH2:10][C:9]2[C:4]([C:3]=1[C:24]1[CH:29]=[CH:28][CH:27]=[CH:26][CH:25]=1)=[CH:5][CH:6]=[CH:7][C:8]=2[S:11][C:12]1[CH:20]=[CH:19][CH:18]=[C:17]2[C:13]=1[CH2:14][C:15]([CH3:22])=[C:16]2[C:34]1[CH:39]=[CH:38][CH:37]=[CH:36][CH:35]=1. (7) Given the reactants Cl.[CH3:2][C:3]12[C:24](=[O:25])[CH2:23][CH2:22][CH:4]1[CH:5]1[C:10]([CH2:11][CH2:12]2)=[C:9]([CH2:13][CH2:14][C:15]2([CH3:20])OCC[O:16]2)[C:8](=[O:21])[CH2:7][O:6]1, predict the reaction product. The product is: [CH3:2][C:3]12[C:24](=[O:25])[CH2:23][CH2:22][CH:4]1[CH:5]1[C:10]([CH2:11][CH2:12]2)=[C:9]([CH2:13][CH2:14][C:15](=[O:16])[CH3:20])[C:8](=[O:21])[CH2:7][O:6]1.